This data is from Forward reaction prediction with 1.9M reactions from USPTO patents (1976-2016). The task is: Predict the product of the given reaction. (1) Given the reactants [Cl:1][C:2]1[N:7]=[N:6][C:5]([C:8](OCC)=[O:9])=[C:4]([NH:13][C:14]2[CH:19]=[CH:18][CH:17]=[C:16]([C:20]([OH:23])([CH3:22])[CH3:21])[N:15]=2)[CH:3]=1.CO.[NH3:26], predict the reaction product. The product is: [Cl:1][C:2]1[N:7]=[N:6][C:5]([C:8]([NH2:26])=[O:9])=[C:4]([NH:13][C:14]2[CH:19]=[CH:18][CH:17]=[C:16]([C:20]([OH:23])([CH3:22])[CH3:21])[N:15]=2)[CH:3]=1. (2) The product is: [F:38][C:37]([F:39])([F:40])[C:35]1[CH:36]=[C:31](/[CH:17]=[CH:16]/[CH2:15][CH2:14][CH2:13][C@@H:12]([NH:18][C:19](=[O:28])[O:20][CH2:21][C:22]2[CH:23]=[CH:24][CH:25]=[CH:26][CH:27]=2)[C:3]2[CH:4]=[C:5]([C:8]([F:11])([F:10])[F:9])[CH:6]=[CH:7][C:2]=2[Br:1])[CH:32]=[C:33]([C:41]([F:42])([F:43])[F:44])[CH:34]=1. Given the reactants [Br:1][C:2]1[CH:7]=[CH:6][C:5]([C:8]([F:11])([F:10])[F:9])=[CH:4][C:3]=1[C@@H:12]([NH:18][C:19](=[O:28])[O:20][CH2:21][C:22]1[CH:27]=[CH:26][CH:25]=[CH:24][CH:23]=1)[CH2:13][CH2:14][CH2:15][CH:16]=[CH2:17].C([C:31]1[CH:36]=[C:35]([C:37]([F:40])([F:39])[F:38])[CH:34]=[C:33]([C:41]([F:44])([F:43])[F:42])[CH:32]=1)=C, predict the reaction product. (3) Given the reactants CN([SiH3])[Si:3]([CH3:6])(C)[CH3:4].[F:8][C:9]([F:20])([F:19])[C:10]([O:12]C(=O)C(F)(F)F)=[O:11], predict the reaction product. The product is: [F:8][C:9]([F:20])([F:19])[C:10]([O:12][SiH:3]([CH3:6])[CH3:4])=[O:11]. (4) Given the reactants [OH-].[K+].SCC(O)=O.[CH2:8]([N:15]([CH2:28][CH2:29][C:30]1[N:31]([C@@H:36]2[CH2:45][C:44]3[C:39](=[C:40]([F:47])[CH:41]=[C:42]([F:46])[CH:43]=3)[O:38][CH2:37]2)[C:32](=[S:35])[NH:33][CH:34]=1)S(C1C=CC=CC=1[N+]([O-])=O)(=O)=O)[C:9]1[CH:14]=[CH:13][CH:12]=[CH:11][CH:10]=1.CO, predict the reaction product. The product is: [CH2:8]([NH:15][CH2:28][CH2:29][C:30]1[N:31]([C@@H:36]2[CH2:45][C:44]3[C:39](=[C:40]([F:47])[CH:41]=[C:42]([F:46])[CH:43]=3)[O:38][CH2:37]2)[C:32](=[S:35])[NH:33][CH:34]=1)[C:9]1[CH:14]=[CH:13][CH:12]=[CH:11][CH:10]=1.